From a dataset of Reaction yield outcomes from USPTO patents with 853,638 reactions. Predict the reaction yield, written as a fraction of the theoretical maximum amount of product (1.0 means a 100% yield; for example, 0.34 means a 34% yield). (1) The reactants are C([O:5][C:6](=O)[C@@H:7]([O:9][C:10]1[CH:33]=[CH:32][C:13]2[C:14]3[N:18]([CH2:19][CH2:20][O:21][C:12]=2[CH:11]=1)[CH:17]=[C:16]([C:22]1[N:23]([CH2:27][C:28]([F:31])([F:30])[F:29])[N:24]=[CH:25][N:26]=1)[N:15]=3)[CH3:8])(C)(C)C.C(O)(C(F)(F)F)=O.C[N:43](C(ON1N=NC2C=CC=NC1=2)=[N+](C)C)C.F[P-](F)(F)(F)(F)F.[Cl-].[NH4+].C(N(CC)CC)C. The catalyst is C(Cl)Cl. The product is [F:29][C:28]([F:31])([F:30])[CH2:27][N:23]1[C:22]([C:16]2[N:15]=[C:14]3[C:13]4[CH:32]=[CH:33][C:10]([O:9][C@@H:7]([CH3:8])[C:6]([NH2:43])=[O:5])=[CH:11][C:12]=4[O:21][CH2:20][CH2:19][N:18]3[CH:17]=2)=[N:26][CH:25]=[N:24]1. The yield is 0.470. (2) The reactants are I[C:2]1[CH:11]=[CH:10][CH:9]=[C:8]2[C:3]=1[CH:4]=[CH:5][C:6]([NH:12][CH2:13][C:14]1[CH:19]=[CH:18][CH:17]=[CH:16][C:15]=1[O:20][CH3:21])=[N:7]2.[OH:22][CH2:23][CH2:24][S:25][C:26]1[CH:31]=[CH:30][CH:29]=[CH:28][CH:27]=1.N1C2C(=CC=C3C=2N=CC=C3)C=CC=1. The catalyst is C1(C)C=CC=CC=1.[Cu]I. The product is [CH3:21][O:20][C:15]1[CH:16]=[CH:17][CH:18]=[CH:19][C:14]=1[CH2:13][NH:12][C:6]1[CH:5]=[CH:4][C:3]2[C:8](=[CH:9][CH:10]=[CH:11][C:2]=2[O:22][CH2:23][CH2:24][S:25][C:26]2[CH:31]=[CH:30][CH:29]=[CH:28][CH:27]=2)[N:7]=1. The yield is 0.930. (3) The reactants are [Br:1][C:2]1[N:7]=[CH:6][C:5]2[N:8]([CH3:16])[C:9]([C:11]3[CH:12]=[N:13][NH:14][CH:15]=3)=[N:10][C:4]=2[CH:3]=1.[H-].[Na+].[CH3:19][Si:20]([CH3:27])([CH3:26])[CH2:21][CH2:22][O:23][CH2:24]Cl. The catalyst is CN(C=O)C. The product is [Br:1][C:2]1[N:7]=[CH:6][C:5]2[N:8]([CH3:16])[C:9]([C:11]3[CH:15]=[N:14][N:13]([CH2:24][O:23][CH2:22][CH2:21][Si:20]([CH3:27])([CH3:26])[CH3:19])[CH:12]=3)=[N:10][C:4]=2[CH:3]=1. The yield is 0.480.